Task: Regression/Classification. Given a drug SMILES string, predict its toxicity properties. Task type varies by dataset: regression for continuous values (e.g., LD50, hERG inhibition percentage) or binary classification for toxic/non-toxic outcomes (e.g., AMES mutagenicity, cardiotoxicity, hepatotoxicity). Dataset: ames.. Dataset: Ames mutagenicity test results for genotoxicity prediction (1) The drug is O=[N+]([O-])c1ccc2ccc3c4ccccc4cc4ccc1c2c43. The result is 1 (mutagenic). (2) The drug is C=CC(C)=O. The result is 1 (mutagenic).